From a dataset of Peptide-MHC class I binding affinity with 185,985 pairs from IEDB/IMGT. Regression. Given a peptide amino acid sequence and an MHC pseudo amino acid sequence, predict their binding affinity value. This is MHC class I binding data. (1) The peptide sequence is YPSMFEKHI. The MHC is HLA-B35:01 with pseudo-sequence HLA-B35:01. The binding affinity (normalized) is 0.371. (2) The binding affinity (normalized) is 0.213. The peptide sequence is LQALSNLIL. The MHC is HLA-B27:05 with pseudo-sequence HLA-B27:05. (3) The peptide sequence is SWIQNEFNK. The MHC is HLA-A03:01 with pseudo-sequence HLA-A03:01. The binding affinity (normalized) is 0.321. (4) The peptide sequence is AVVKSDNKL. The MHC is HLA-A02:01 with pseudo-sequence HLA-A02:01. The binding affinity (normalized) is 0. (5) The peptide sequence is FPYSTFPII. The MHC is HLA-B14:02 with pseudo-sequence HLA-B14:02. The binding affinity (normalized) is 0. (6) The peptide sequence is RMIESRMSK. The MHC is HLA-B48:01 with pseudo-sequence HLA-B48:01. The binding affinity (normalized) is 0.0847.